This data is from Full USPTO retrosynthesis dataset with 1.9M reactions from patents (1976-2016). The task is: Predict the reactants needed to synthesize the given product. (1) Given the product [C:10]1([C:2]2[S:19][C:18]([C:17]([F:22])([F:21])[F:16])=[N:20][C:3]=2[C:4]([O:6][CH2:7][CH3:8])=[O:5])[CH:15]=[CH:14][CH:13]=[CH:12][CH:11]=1, predict the reactants needed to synthesize it. The reactants are: Cl[CH:2]([C:10]1[CH:15]=[CH:14][CH:13]=[CH:12][CH:11]=1)[C:3](=O)[C:4]([O:6][CH2:7][CH3:8])=[O:5].[F:16][C:17]([F:22])([F:21])[C:18]([NH2:20])=[S:19].C([O-])([O-])=O.[Na+].[Na+]. (2) Given the product [Cl:1][C:2]1[CH:3]=[N:4][C:5]([N:11]2[CH2:12][CH:13]([O:15][C:16]3[CH:21]=[CH:20][CH:19]=[C:18]([F:22])[CH:17]=3)[CH2:14]2)=[C:6]([CH:10]=1)[C:7]([NH:24][C@H:25]([C:27]1[CH:36]=[CH:35][C:30]([C:31]([O:33][CH3:34])=[O:32])=[CH:29][CH:28]=1)[CH3:26])=[O:8], predict the reactants needed to synthesize it. The reactants are: [Cl:1][C:2]1[CH:3]=[N:4][C:5]([N:11]2[CH2:14][CH:13]([O:15][C:16]3[CH:21]=[CH:20][CH:19]=[C:18]([F:22])[CH:17]=3)[CH2:12]2)=[C:6]([CH:10]=1)[C:7](O)=[O:8].Cl.[NH2:24][C@H:25]([C:27]1[CH:36]=[CH:35][C:30]([C:31]([O:33][CH3:34])=[O:32])=[CH:29][CH:28]=1)[CH3:26]. (3) Given the product [NH2:1][C:2]([C:4]1[N:8]2[C:9]3[CH:43]=[CH:42][C:41]([Cl:44])=[CH:40][C:10]=3[C@@H:11]([C:30]3[CH:35]=[CH:34][CH:33]=[C:32]([O:36][CH3:37])[C:31]=3[O:38][CH3:39])[O:12][C@H:13]([CH2:14][CH2:15][C:16]([N:18]3[CH2:23][CH2:22][CH:21]([CH2:24][C:25]([OH:27])=[O:26])[CH2:20][CH2:19]3)=[O:17])[C:7]2=[CH:6][CH:5]=1)=[O:3], predict the reactants needed to synthesize it. The reactants are: [NH2:1][C:2]([C:4]1[N:8]2[C:9]3[CH:43]=[CH:42][C:41]([Cl:44])=[CH:40][C:10]=3[C@@H:11]([C:30]3[CH:35]=[CH:34][CH:33]=[C:32]([O:36][CH3:37])[C:31]=3[O:38][CH3:39])[O:12][C@H:13]([CH2:14][CH2:15][C:16]([N:18]3[CH2:23][CH2:22][CH:21]([CH2:24][C:25]([O:27]CC)=[O:26])[CH2:20][CH2:19]3)=[O:17])[C:7]2=[CH:6][CH:5]=1)=[O:3]. (4) Given the product [CH2:1]([NH:8][C:9]1[CH:14]=[C:13]([CH3:15])[N:12]=[C:11]([Cl:22])[C:10]=1[N+:17]([O-:19])=[O:18])[C:2]1[CH:7]=[CH:6][CH:5]=[CH:4][CH:3]=1, predict the reactants needed to synthesize it. The reactants are: [CH2:1]([NH:8][C:9]1[CH:14]=[C:13]([CH3:15])[N:12]=[C:11](O)[C:10]=1[N+:17]([O-:19])=[O:18])[C:2]1[CH:7]=[CH:6][CH:5]=[CH:4][CH:3]=1.P(Cl)(Cl)([Cl:22])=O. (5) Given the product [F:31][C:28]1([F:32])[CH2:27][CH2:26][C:25]([CH2:24][NH:23][C:4]([C:6]2[CH:7]=[C:8]([CH2:19][CH2:20][O:21][CH3:22])[N:9]3[C:14]=2[C:13]([C:15]([F:17])([F:18])[F:16])=[CH:12][CH:11]=[CH:10]3)=[O:5])([OH:33])[CH2:30][CH2:29]1, predict the reactants needed to synthesize it. The reactants are: C(O[C:4]([C:6]1[CH:7]=[C:8]([CH2:19][CH2:20][O:21][CH3:22])[N:9]2[C:14]=1[C:13]([C:15]([F:18])([F:17])[F:16])=[CH:12][CH:11]=[CH:10]2)=[O:5])C.[NH2:23][CH2:24][C:25]1([OH:33])[CH2:30][CH2:29][C:28]([F:32])([F:31])[CH2:27][CH2:26]1.CCCCCCCC.